Dataset: Reaction yield outcomes from USPTO patents with 853,638 reactions. Task: Predict the reaction yield, written as a fraction of the theoretical maximum amount of product (1.0 means a 100% yield; for example, 0.34 means a 34% yield). (1) The reactants are [C:1]1([CH2:7][N:8]([C@@H:16]([CH2:25][C:26]2[CH:31]=[CH:30][CH:29]=[CH:28][CH:27]=2)[C@H:17]([OH:24])[CH2:18][NH:19][CH2:20][CH:21]([CH3:23])[CH3:22])[CH2:9][C:10]2[CH:15]=[CH:14][CH:13]=[CH:12][CH:11]=2)[CH:6]=[CH:5][CH:4]=[CH:3][CH:2]=1.C(O)(=O)C(O)=O.C(=O)([O-])[O-].[K+].[K+].[O:44]1[C:48]2[CH:49]=[CH:50][C:51]([S:53](Cl)(=[O:55])=[O:54])=[CH:52][C:47]=2[O:46][CH2:45]1.C(OCC)(=O)C. The catalyst is O.O1CCOCC1. The product is [O:44]1[C:48]2[CH:49]=[CH:50][C:51]([S:53]([N:19]([CH2:18][C@@H:17]([OH:24])[C@@H:16]([N:8]([CH2:9][C:10]3[CH:15]=[CH:14][CH:13]=[CH:12][CH:11]=3)[CH2:7][C:1]3[CH:2]=[CH:3][CH:4]=[CH:5][CH:6]=3)[CH2:25][C:26]3[CH:31]=[CH:30][CH:29]=[CH:28][CH:27]=3)[CH2:20][CH:21]([CH3:23])[CH3:22])(=[O:54])=[O:55])=[CH:52][C:47]=2[O:46][CH2:45]1. The yield is 1.05. (2) The reactants are [N:1]([C:4]1[CH:9]=[CH:8][C:7]([C:10]#[C:11][C:12]#[N:13])=[CH:6][CH:5]=1)=[N+:2]=[N-:3].[CH2:14]([OH:17])[C:15]#[CH:16].O=C1O[C@H]([C@H](CO)O)C([O-])=C1O.[Na+]. The catalyst is C1COCC1.O.O.O.O.O.O.S([O-])([O-])(=O)=O.[Cu+2]. The product is [OH:17][CH2:14][C:15]1[N:3]=[N:2][N:1]([C:4]2[CH:5]=[CH:6][C:7]([C:10]#[C:11][C:12]#[N:13])=[CH:8][CH:9]=2)[CH:16]=1. The yield is 0.920. (3) The reactants are C([NH:4][OH:5])(=O)C.C([O-])([O-])=O.[K+].[K+].F[C:13]1[CH:20]=[CH:19][C:18]([N:21]2[C:25]3[C:26](=[O:43])[N:27]([C:30]4[CH:35]=[CH:34][C:33]([N:36]5[CH2:41][CH2:40][CH2:39][CH2:38][C:37]5=[O:42])=[CH:32][CH:31]=4)[CH2:28][CH2:29][C:24]=3[C:23]([C:44]([F:47])([F:46])[F:45])=[N:22]2)=[CH:17][C:14]=1[C:15]#[N:16].C(O)(C(F)(F)F)=O. The catalyst is CN(C=O)C.O. The product is [NH2:16][C:15]1[C:14]2[CH:17]=[C:18]([N:21]3[C:25]4[C:26](=[O:43])[N:27]([C:30]5[CH:35]=[CH:34][C:33]([N:36]6[CH2:41][CH2:40][CH2:39][CH2:38][C:37]6=[O:42])=[CH:32][CH:31]=5)[CH2:28][CH2:29][C:24]=4[C:23]([C:44]([F:46])([F:45])[F:47])=[N:22]3)[CH:19]=[CH:20][C:13]=2[O:5][N:4]=1. The yield is 0.670.